The task is: Predict the product of the given reaction.. This data is from Forward reaction prediction with 1.9M reactions from USPTO patents (1976-2016). (1) Given the reactants [Cl:1][C:2]1[CH:9]=[C:8]([O:10][CH2:11][CH2:12][CH2:13][N:14]2[CH2:19][CH2:18][N:17]([CH3:20])[CH2:16][CH2:15]2)[CH:7]=[CH:6][C:3]=1[CH:4]=O.[F:21][C:22]([F:33])([F:32])[O:23][C:24]1[CH:25]=[C:26]([NH2:31])[C:27]([NH2:30])=[CH:28][CH:29]=1, predict the reaction product. The product is: [Cl:1][C:2]1[CH:9]=[C:8]([O:10][CH2:11][CH2:12][CH2:13][N:14]2[CH2:19][CH2:18][N:17]([CH3:20])[CH2:16][CH2:15]2)[CH:7]=[CH:6][C:3]=1[C:4]1[NH:30][C:27]2[CH:28]=[CH:29][C:24]([O:23][C:22]([F:21])([F:32])[F:33])=[CH:25][C:26]=2[N:31]=1. (2) Given the reactants [Cl:1][CH2:2][CH2:3][CH2:4][C:5](Cl)=[O:6].[Al+3].[Cl-].[Cl-].[Cl-].[N:12]1[CH:17]=[CH:16][CH:15]=[CH:14][CH:13]=1, predict the reaction product. The product is: [Cl:1][CH2:2][CH2:3][CH2:4][C:5]([C:15]1[CH:16]=[CH:17][N:12]=[CH:13][CH:14]=1)=[O:6]. (3) The product is: [CH3:1][C:2]1[CH:7]=[CH:6][CH:5]=[C:4]([CH3:8])[C:3]=1[C:9]1[N:35]=[C:12]2[CH:13]=[CH:14][C:15]([CH2:17][O:18][C:19]3[CH:20]=[CH:21][C:22]([C@@H:25]([C:32]#[C:33][CH3:34])[CH2:26][C:27]([OH:29])=[O:28])=[CH:23][CH:24]=3)=[CH:16][N:11]2[N:10]=1. Given the reactants [CH3:1][C:2]1[CH:7]=[CH:6][CH:5]=[C:4]([CH3:8])[C:3]=1[C:9]1[N:35]=[C:12]2[CH:13]=[CH:14][C:15]([CH2:17][O:18][C:19]3[CH:24]=[CH:23][C:22]([C@@H:25]([C:32]#[C:33][CH3:34])[CH2:26][C:27]([O:29]CC)=[O:28])=[CH:21][CH:20]=3)=[CH:16][N:11]2[N:10]=1.[OH-].[Na+], predict the reaction product. (4) Given the reactants CN(C)C=O.[NH2:6][C:7]1[C:12]([N+:13]([O-:15])=[O:14])=[C:11](Cl)[C:10]([Cl:17])=[CH:9][N:8]=1.C(=O)([O-])[O-].[Cs+].[Cs+].[OH:24][C:25]1[CH:26]=[C:27]([NH:31][C:32](=[O:35])[CH:33]=[CH2:34])[CH:28]=[CH:29][CH:30]=1, predict the reaction product. The product is: [NH2:6][C:7]1[C:12]([N+:13]([O-:15])=[O:14])=[C:11]([O:24][C:25]2[CH:26]=[C:27]([NH:31][C:32](=[O:35])[CH:33]=[CH2:34])[CH:28]=[CH:29][CH:30]=2)[C:10]([Cl:17])=[CH:9][N:8]=1. (5) Given the reactants Cl[CH2:2][C:3]([NH:5][C:6]1[CH:11]=[C:10]([Cl:12])[CH:9]=[CH:8][C:7]=1[OH:13])=[O:4].C(=O)([O-])[O-].[K+].[K+].Cl, predict the reaction product. The product is: [Cl:12][C:10]1[CH:9]=[CH:8][C:7]2[O:13][CH2:2][C:3](=[O:4])[NH:5][C:6]=2[CH:11]=1. (6) The product is: [CH:13]1([C:18]([C:8]2[O:9][C:5]3[C:4]([F:12])=[CH:3][C:2]([F:1])=[CH:11][C:6]=3[C:7]=2[CH3:10])=[O:19])[CH2:17][CH2:16][CH2:15][CH2:14]1. Given the reactants [F:1][C:2]1[CH:3]=[C:4]([F:12])[C:5]2[O:9][CH:8]=[C:7]([CH3:10])[C:6]=2[CH:11]=1.[CH:13]1([C:18](Cl)=[O:19])[CH2:17][CH2:16][CH2:15][CH2:14]1.[Cl-].[Al+3].[Cl-].[Cl-].O, predict the reaction product.